From a dataset of CYP1A2 inhibition data for predicting drug metabolism from PubChem BioAssay. Regression/Classification. Given a drug SMILES string, predict its absorption, distribution, metabolism, or excretion properties. Task type varies by dataset: regression for continuous measurements (e.g., permeability, clearance, half-life) or binary classification for categorical outcomes (e.g., BBB penetration, CYP inhibition). Dataset: cyp1a2_veith. (1) The molecule is Cc1nc2c(C)cccn2c1/C(O)=C1\C(=O)C(=O)N(CCN(C)C)C1c1ccncc1. The result is 0 (non-inhibitor). (2) The drug is Cc1ccccc1-c1cc(NCc2ccccc2)ncn1. The result is 1 (inhibitor). (3) The compound is CCCN1CC[C@@H]2c3cc(O)ccc3CC[C@H]21. The result is 0 (non-inhibitor).